From a dataset of Forward reaction prediction with 1.9M reactions from USPTO patents (1976-2016). Predict the product of the given reaction. (1) The product is: [CH:1]1([N:4]([C:5]2[CH:20]=[CH:19][C:8]([CH2:9][NH:11][C:12]3[CH:13]=[CH:14][C:15]([F:18])=[CH:16][CH:17]=3)=[CH:7][N:6]=2)[CH2:21][CH3:22])[CH2:2][CH2:3]1. Given the reactants [CH:1]1([N:4]([CH2:21][CH3:22])[C:5]2[CH:20]=[CH:19][C:8]([C:9]([NH:11][C:12]3[CH:17]=[CH:16][C:15]([F:18])=[CH:14][CH:13]=3)=O)=[CH:7][N:6]=2)[CH2:3][CH2:2]1.[H-].COCCO[Al+]OCCOC.[Na+].[H-], predict the reaction product. (2) Given the reactants Cl[C:2]1[N:10]=[C:9]2[C:5]([N:6]=[C:7]([CH2:12][CH2:13][N:14]3[CH2:19][CH2:18][N:17]([CH:20]([CH3:22])[CH3:21])[C:16](=[O:23])[CH2:15]3)[N:8]2[CH3:11])=[C:4]([N:24]2[CH2:29][CH2:28][O:27][CH2:26][CH2:25]2)[N:3]=1.[CH2:30]([C:32]1[NH:33][C:34]2[CH:40]=[CH:39][CH:38]=[CH:37][C:35]=2[N:36]=1)[CH3:31].CC(C1C=C(C(C)C)C(C2C=CC=CC=2P(C2CCCCC2)C2CCCCC2)=C(C(C)C)C=1)C.C([O-])([O-])=O.[Cs+].[Cs+], predict the reaction product. The product is: [CH2:30]([C:32]1[N:33]([C:2]2[N:10]=[C:9]3[C:5]([N:6]=[C:7]([CH2:12][CH2:13][N:14]4[CH2:19][CH2:18][N:17]([CH:20]([CH3:21])[CH3:22])[C:16](=[O:23])[CH2:15]4)[N:8]3[CH3:11])=[C:4]([N:24]3[CH2:29][CH2:28][O:27][CH2:26][CH2:25]3)[N:3]=2)[C:34]2[CH:40]=[CH:39][CH:38]=[CH:37][C:35]=2[N:36]=1)[CH3:31]. (3) Given the reactants [NH:1]1[CH:5]=[CH:4][C:3](C(OCC)=O)=[N:2]1.[C:11](O[C:11]([O:13][C:14]([CH3:17])([CH3:16])[CH3:15])=[O:12])([O:13][C:14]([CH3:17])([CH3:16])[CH3:15])=[O:12], predict the reaction product. The product is: [C:14]([O:13][C:11]([N:2]1[CH:3]=[C:4]([C:11]([O:13][CH2:14][CH3:15])=[O:12])[CH:5]=[N:1]1)=[O:12])([CH3:17])([CH3:16])[CH3:15].